The task is: Regression. Given two drug SMILES strings and cell line genomic features, predict the synergy score measuring deviation from expected non-interaction effect.. This data is from NCI-60 drug combinations with 297,098 pairs across 59 cell lines. Drug 1: CC(C)(C#N)C1=CC(=CC(=C1)CN2C=NC=N2)C(C)(C)C#N. Drug 2: N.N.Cl[Pt+2]Cl. Cell line: MDA-MB-231. Synergy scores: CSS=38.0, Synergy_ZIP=-8.39, Synergy_Bliss=-2.87, Synergy_Loewe=-1.30, Synergy_HSA=-1.47.